Dataset: Reaction yield outcomes from USPTO patents with 853,638 reactions. Task: Predict the reaction yield, written as a fraction of the theoretical maximum amount of product (1.0 means a 100% yield; for example, 0.34 means a 34% yield). (1) The reactants are C(Cl)CCl.[CH3:5][N:6]1[C:14]2[C:9](=[CH:10][CH:11]=[CH:12][CH:13]=2)[C:8]([CH3:15])=[C:7]1[CH2:16][NH:17][CH3:18].Cl.[O:20]=[C:21]1[CH2:26][O:25][C:24]2[CH:27]=[C:28](/[CH:31]=[CH:32]/[C:33]([OH:35])=O)[CH:29]=[N:30][C:23]=2[NH:22]1.C1C=CC2N(O)N=NC=2C=1.O.CCN(C(C)C)C(C)C. The catalyst is CN(C=O)C.O. The product is [CH3:5][N:6]1[C:14]2[C:9](=[CH:10][CH:11]=[CH:12][CH:13]=2)[C:8]([CH3:15])=[C:7]1[CH2:16][N:17]([CH3:18])[C:33](=[O:35])/[CH:32]=[CH:31]/[C:28]1[CH:29]=[N:30][C:23]2[NH:22][C:21](=[O:20])[CH2:26][O:25][C:24]=2[CH:27]=1. The yield is 0.740. (2) The reactants are [Cl:1][C:2]1[N:7]=[CH:6][C:5]([NH:8][CH2:9][CH2:10][OH:11])=[C:4](I)[CH:3]=1.[CH3:13][C:14]([CH3:18])([CH3:17])[C:15]#[CH:16]. The catalyst is CCN(CC)CC.[Cu]I. The product is [Cl:1][C:2]1[N:7]=[CH:6][C:5]([NH:8][CH2:9][CH2:10][OH:11])=[C:4]([C:16]#[C:15][C:14]([CH3:18])([CH3:17])[CH3:13])[CH:3]=1. The yield is 0.290. (3) The product is [CH3:14][C:15]1[CH:21]=[C:20]([CH3:22])[CH:19]=[CH:18][C:16]=1[NH:17][C:2]1[CH:7]=[CH:6][C:5]([C:8]2[CH:13]=[CH:12][CH:11]=[CH:10][CH:9]=2)=[CH:4][CH:3]=1. The yield is 1.13. The reactants are Br[C:2]1[CH:7]=[CH:6][C:5]([C:8]2[CH:13]=[CH:12][CH:11]=[CH:10][CH:9]=2)=[CH:4][CH:3]=1.[CH3:14][C:15]1[CH:21]=[C:20]([CH3:22])[CH:19]=[CH:18][C:16]=1[NH2:17].C(=O)([O-])[O-].[Cs+].[Cs+].C1C=CC(P(C2C(C3C(P(C4C=CC=CC=4)C4C=CC=CC=4)=CC=C4C=3C=CC=C4)=C3C(C=CC=C3)=CC=2)C2C=CC=CC=2)=CC=1. The catalyst is O1CCOCC1.C([O-])(=O)C.[Pd+2].C([O-])(=O)C. (4) The reactants are Cl[Si](C)(C)C.[OH:6][C:7]1[CH:17]=[CH:16][CH:15]=[CH:14][C:8]=1[CH:9]=[CH:10][C:11]([OH:13])=[O:12].[CH3:18]COC(C)=O.CO.O. The catalyst is CO. The product is [OH:6][C:7]1[CH:17]=[CH:16][CH:15]=[CH:14][C:8]=1[CH:9]=[CH:10][C:11]([O:13][CH3:18])=[O:12]. The yield is 1.00.